This data is from Full USPTO retrosynthesis dataset with 1.9M reactions from patents (1976-2016). The task is: Predict the reactants needed to synthesize the given product. (1) Given the product [OH:1][C:2]1[C:7]([CH2:25][N:31]([CH2:32][CH2:33][CH2:34][CH3:35])[CH2:27][CH2:28][CH2:29][CH3:30])=[CH:6][C:5]([C:8]([CH2:11][C:12]([CH3:13])([CH3:14])[CH3:15])([CH3:9])[CH3:10])=[CH:4][C:3]=1[N:16]1[N:20]=[C:19]2[CH:21]=[CH:22][CH:23]=[CH:24][C:18]2=[N:17]1, predict the reactants needed to synthesize it. The reactants are: [OH:1][C:2]1[CH:7]=[CH:6][C:5]([C:8]([CH2:11][C:12]([CH3:15])([CH3:14])[CH3:13])([CH3:10])[CH3:9])=[CH:4][C:3]=1[N:16]1[N:20]=[C:19]2[CH:21]=[CH:22][CH:23]=[CH:24][C:18]2=[N:17]1.[CH2:25]=O.[CH2:27]([NH:31][CH2:32][CH2:33][CH2:34][CH3:35])[CH2:28][CH2:29][CH3:30]. (2) Given the product [NH2:34][C@H:31]1[CH2:32][CH2:33][C@H:28]([NH:35][C:18]2[CH:17]=[C:16]([C:3]3[C:2]([Cl:1])=[CH:7][CH:6]=[C:5]([NH:8][CH2:9][CH:10]4[CH2:15][CH2:14][O:13][CH2:12][CH2:11]4)[N:4]=3)[C:21]([Cl:22])=[CH:20][N:19]=2)[CH2:29][CH2:30]1, predict the reactants needed to synthesize it. The reactants are: [Cl:1][C:2]1[C:3]([C:16]2[C:21]([Cl:22])=[CH:20][N:19]=[C:18](F)[CH:17]=2)=[N:4][C:5]([NH:8][CH2:9][CH:10]2[CH2:15][CH2:14][O:13][CH2:12][CH2:11]2)=[CH:6][CH:7]=1.CS(C)=O.[C@H:28]1([NH2:35])[CH2:33][CH2:32][C@H:31]([NH2:34])[CH2:30][CH2:29]1. (3) Given the product [Cl:32][C:11]1[CH:10]=[C:9]([OH:8])[CH:30]=[C:29]([Cl:31])[C:12]=1[CH2:13][C@@H:14]1[CH2:18][CH2:17][N:16]([CH:19]2[CH2:27][C:26]3[NH:25][N:24]=[CH:23][C:22]=3[CH2:21][CH2:20]2)[C:15]1=[O:28], predict the reactants needed to synthesize it. The reactants are: C([O:8][C:9]1[CH:30]=[C:29]([Cl:31])[C:12]([CH2:13][C@@H:14]2[CH2:18][CH2:17][N:16]([CH:19]3[CH2:27][C:26]4[NH:25][N:24]=[CH:23][C:22]=4[CH2:21][CH2:20]3)[C:15]2=[O:28])=[C:11]([Cl:32])[CH:10]=1)C1C=CC=CC=1.CS(O)(=O)=O. (4) Given the product [N:7]1([CH2:12][C:13]([N:15]2[CH2:16][C@@H:17]([NH2:37])[CH2:18][C@H:19]2[C:20]([NH:21][C:22]2[CH:23]=[CH:24][C:25]([O:28][C:29]3[CH:30]=[CH:31][C:32]([F:35])=[CH:33][CH:34]=3)=[CH:26][CH:27]=2)=[O:36])=[O:14])[CH:11]=[N:10][CH:9]=[N:8]1, predict the reactants needed to synthesize it. The reactants are: N1CCOCC1.[N:7]1([CH2:12][C:13]([N:15]2[C@H:19]([C:20](=[O:36])[NH:21][C:22]3[CH:27]=[CH:26][C:25]([O:28][C:29]4[CH:34]=[CH:33][C:32]([F:35])=[CH:31][CH:30]=4)=[CH:24][CH:23]=3)[CH2:18][C@H:17]([NH:37]C(=O)OCC3C4C=CC=CC=4C4C3=CC=CC=4)[CH2:16]2)=[O:14])[CH:11]=[N:10][CH:9]=[N:8]1.CN(C=O)C.